This data is from Experimentally validated miRNA-target interactions with 360,000+ pairs, plus equal number of negative samples. The task is: Binary Classification. Given a miRNA mature sequence and a target amino acid sequence, predict their likelihood of interaction. (1) The miRNA is hsa-miR-889-5p with sequence AAUGGCUGUCCGUAGUAUGGUC. The protein sequence of the target gene is MEDPFSLAILNPASNLSVPTQPSWSLNLTSEQGASVPGPHSPPRGPPSHRIHLVFLGIILVAAVAGNTTVLCRLCGGSSGPWPGPKRRKMDFLLVQLAAADLYASGGTALSQLAWELLGDPRPALGDLACRLSHLLQASGRGASAHLVALIALERQLAVRIPQGPQLPARALAALSWLLALLLALPPTFVVRWDAPPSSTANAWPGKHCCRGIFAPLPRWHLQVYALYEAIVGFAAPVALLGFSCGHLLCVWWQRGSQAPVARMPWSPSMARASLPSALPQAKVQSLKMSLALALLFVGC.... Result: 0 (no interaction). (2) The miRNA is hsa-miR-4717-3p with sequence ACACAUGGGUGGCUGUGGCCU. The protein sequence of the target gene is MEGAMAVRVTAAHTAEARAEAGREAGEGGVAAAAALSSGGFLGLPAPFSEEDEDDVHRCGRCQVEFTALEDFVQHKIQKTCHRAPQEALPTTPAATALLDQEVVPTAAEGGPDEPITVAHIVVEATSLAEDISHAPDLVGSGHIKEVIVAAEAEPGDVEMAEAPGSPNHQELGLLGEGEQAHVKLLVNKEGRYVCMLCHKTFKTGSILKAHMVTHSSRKDHECKLCGASFRTKGSLIRHHRRHTDERPYKCAKCGKSFRESGALTRHLKSLTPCTEKIRFSISKDTAVGKEEVPAGSSAS.... Result: 0 (no interaction). (3) The miRNA is mmu-miR-466c-3p with sequence AUACAUACACGCACACAUAAGA. The protein sequence of the target gene is MKLLWQAKMSSIQDWGEEVEEGAVYHVTLKRVQIQQAANKGARWLGVEGDQLPPGHTVSQYETCKIRTIKAGTLEKLVENLLTAFGDNDFTYISIFLSTYRGFASTKEVLELLLDRYGNLTGPNCEDDGSQSSPESKAVIRNAIASILRAWLDQCAEDFREPPHFPCLQKLLEYLKQMMPGSDPERRAQNLLEQFQKQDVDSDNGLLNTSSFSLEEEEELESGGSAEFTNFSEDLVAEQLTYMDAQLFKKVVPHHCLGCIWSQRDKKENKHLAPTIRATISQFNTLTKCVVSTVLGSKEL.... Result: 1 (interaction).